From a dataset of Full USPTO retrosynthesis dataset with 1.9M reactions from patents (1976-2016). Predict the reactants needed to synthesize the given product. (1) Given the product [F:1][C:2]1[CH:3]=[C:4]([N+:9]([O-:11])=[O:10])[CH:5]=[CH:6][C:7]=1[N:19]1[CH2:24][CH2:23][S:22][CH2:21][CH2:20]1, predict the reactants needed to synthesize it. The reactants are: [F:1][C:2]1[CH:3]=[C:4]([N+:9]([O-:11])=[O:10])[CH:5]=[CH:6][C:7]=1F.C(N(CC)CC)C.[NH:19]1[CH2:24][CH2:23][S:22][CH2:21][CH2:20]1. (2) Given the product [CH2:1]([N:4]1[C:12]2[CH:11]=[CH:10][C:9]([C:13]([N:15]3[CH2:20][CH2:19][CH:18]([CH3:21])[CH2:17][CH2:16]3)=[O:14])=[CH:8][C:7]=2[C:6]2[CH2:22][N:23]([S:36]([CH:33]3[CH2:35][CH2:34]3)(=[O:38])=[O:37])[CH2:24][CH2:25][C:5]1=2)[CH:2]=[CH2:3], predict the reactants needed to synthesize it. The reactants are: [CH2:1]([N:4]1[C:12]2[CH:11]=[CH:10][C:9]([C:13]([N:15]3[CH2:20][CH2:19][CH:18]([CH3:21])[CH2:17][CH2:16]3)=[O:14])=[CH:8][C:7]=2[C:6]2[CH2:22][NH:23][CH2:24][CH2:25][C:5]1=2)[CH:2]=[CH2:3].C(N(CC)CC)C.[CH:33]1([S:36](Cl)(=[O:38])=[O:37])[CH2:35][CH2:34]1. (3) Given the product [NH2:10][C:8]1[CH:9]=[C:5]([C:1]([CH3:4])([CH3:3])[CH3:2])[NH:6][C:7]=1[C:13]([N:15]1[CH2:20][CH2:19][NH:18][C:17](=[O:21])[C:16]1([CH3:22])[CH3:23])=[O:14], predict the reactants needed to synthesize it. The reactants are: [C:1]([C:5]1[NH:6][C:7]([C:13]([N:15]2[CH2:20][CH2:19][NH:18][C:17](=[O:21])[C:16]2([CH3:23])[CH3:22])=[O:14])=[C:8]([N+:10]([O-])=O)[CH:9]=1)([CH3:4])([CH3:3])[CH3:2]. (4) Given the product [CH3:1][N:2]1[CH2:7][CH2:6][N:5]([C:8]2[CH:9]=[CH:10][C:11]([NH:14][C:15]3[C:16]4[N:17]([CH:30]=[CH:31][N:32]=4)[C:18]([C:21]4[CH:26]=[CH:25][NH:24][C:23](=[O:27])[CH:22]=4)=[CH:19][N:20]=3)=[CH:12][CH:13]=2)[CH2:4][CH2:3]1, predict the reactants needed to synthesize it. The reactants are: [CH3:1][N:2]1[CH2:7][CH2:6][N:5]([C:8]2[CH:13]=[CH:12][C:11]([NH:14][C:15]3[C:16]4[N:17]([CH:30]=[CH:31][N:32]=4)[C:18]([C:21]4[CH:26]=[CH:25][N:24]=[C:23]([O:27]CC)[CH:22]=4)=[CH:19][N:20]=3)=[CH:10][CH:9]=2)[CH2:4][CH2:3]1.Cl.[NH+]1C=CC=CC=1. (5) Given the product [N-:1]([S:2]([C:5]([F:8])([F:6])[F:7])(=[O:4])=[O:3])[S:9]([C:12]([F:15])([F:14])[F:13])(=[O:11])=[O:10].[CH3:29][N+:30]1[CH:34]=[CH:33][N:32]([CH2:18][C:17]([F:16])([F:27])[F:28])[CH:31]=1, predict the reactants needed to synthesize it. The reactants are: [N-:1]([S:9]([C:12]([F:15])([F:14])[F:13])(=[O:11])=[O:10])[S:2]([C:5]([F:8])([F:7])[F:6])(=[O:4])=[O:3].[F:16][C:17]([F:28])([F:27])[CH2:18][I+]C1C=CC(F)=CC=1.[CH3:29][N:30]1[CH:34]=[CH:33][N:32]=[CH:31]1. (6) Given the product [C:48]([OH:55])(=[O:54])/[CH:49]=[CH:50]/[C:51]([OH:53])=[O:52].[CH3:26][C:24]([CH3:25])([CH3:27])[CH2:23][NH:22][C:21](=[O:28])[C@H:18]([CH2:19][CH3:20])[CH2:17][C@H:16]([OH:29])[C@@H:15]([NH2:14])[CH2:30][N:31]1[CH2:36][C:35](=[O:37])[N:34]([C:38]2[CH:43]=[CH:42][CH:41]=[CH:40][C:39]=2[CH3:44])[CH2:33][C:32]1([CH3:45])[CH3:46].[NH2:14][C@@H:15]([CH2:30][N:31]1[CH2:36][C:35](=[O:37])[N:34]([C:38]2[CH:43]=[CH:42][CH:41]=[CH:40][C:39]=2[CH3:44])[CH2:33][C:32]1([CH3:45])[CH3:46])[C@@H:16]([OH:29])[CH2:17][C@@H:18]([CH2:19][CH3:20])[C:21]([NH:22][CH2:23][C:24]([CH3:27])([CH3:26])[CH3:25])=[O:28], predict the reactants needed to synthesize it. The reactants are: FC(F)(F)C(O)=O.C(OC(=O)[NH:14][C@@H:15]([CH2:30][N:31]1[CH2:36][C:35](=[O:37])[N:34]([C:38]2[CH:43]=[CH:42][CH:41]=[CH:40][C:39]=2[CH3:44])[CH2:33][C:32]1([CH3:46])[CH3:45])[C@@H:16]([OH:29])[CH2:17][C@H:18]([C:21](=[O:28])[NH:22][CH2:23][C:24]([CH3:27])([CH3:26])[CH3:25])[CH2:19][CH3:20])(C)(C)C.[C:48]([OH:55])(=[O:54])/[CH:49]=[CH:50]/[C:51]([OH:53])=[O:52].CC(C)(C)CNC(=O)[C@H](C)C[C@H](O)[C@@H](N)CN1CC(=O)N(C2C=CC=CC=2Cl)CC1(C)C. (7) The reactants are: [CH3:1][O:2][C:3]1[CH:4]=[C:5]([CH2:11][CH2:12][CH2:13]O)[CH:6]=[C:7]([O:9][CH3:10])[CH:8]=1.C(N(CC)CC)C.CS(Cl)(=O)=O.[C:27]([O:30][CH2:31][CH3:32])(=[O:29])C. Given the product [CH2:31]([O:30][C:27](=[O:29])[CH2:13][CH2:12][CH2:11][C:5]1[CH:6]=[C:7]([O:9][CH3:10])[CH:8]=[C:3]([O:2][CH3:1])[CH:4]=1)[CH3:32], predict the reactants needed to synthesize it. (8) Given the product [CH2:1]([O:8][C:9]([NH:11][C@H:12]1[CH2:33][CH2:34][N:15]([C@H:16]2[CH2:21][CH2:20][C@@H:19]([O:22][CH3:23])[CH2:18][C@H:17]2[CH2:24][NH:25][C:26](=[O:32])[O:27][C:28]([CH3:31])([CH3:30])[CH3:29])[C:13]1=[O:14])=[O:10])[C:2]1[CH:7]=[CH:6][CH:5]=[CH:4][CH:3]=1, predict the reactants needed to synthesize it. The reactants are: [CH2:1]([O:8][C:9]([NH:11][C@@H:12]([CH2:33][CH2:34]SC)[C:13]([NH:15][C@H:16]1[CH2:21][CH2:20][C@@H:19]([O:22][CH3:23])[CH2:18][C@H:17]1[CH2:24][NH:25][C:26](=[O:32])[O:27][C:28]([CH3:31])([CH3:30])[CH3:29])=[O:14])=[O:10])[C:2]1[CH:7]=[CH:6][CH:5]=[CH:4][CH:3]=1.C([O-])([O-])=O.[Cs+].[Cs+]. (9) Given the product [CH2:1]([O:8][C:9]1[CH:14]=[CH:13][C:12]([N:15]([CH3:26])[C:16]([C:18]2[CH:22]=[C:21]([B:31]3[O:35][C:34]([CH3:37])([CH3:36])[C:33]([CH3:39])([CH3:38])[O:32]3)[N:20]([CH3:24])[C:19]=2[CH3:25])=[O:17])=[CH:11][CH:10]=1)[C:2]1[CH:7]=[CH:6][CH:5]=[CH:4][CH:3]=1, predict the reactants needed to synthesize it. The reactants are: [CH2:1]([O:8][C:9]1[CH:14]=[CH:13][C:12]([N:15]([CH3:26])[C:16]([C:18]2[CH:22]=[C:21](Br)[N:20]([CH3:24])[C:19]=2[CH3:25])=[O:17])=[CH:11][CH:10]=1)[C:2]1[CH:7]=[CH:6][CH:5]=[CH:4][CH:3]=1.C(O[B:31]1[O:35][C:34]([CH3:37])([CH3:36])[C:33]([CH3:39])([CH3:38])[O:32]1)(C)C.[Li]CCCC.